Dataset: Reaction yield outcomes from USPTO patents with 853,638 reactions. Task: Predict the reaction yield, written as a fraction of the theoretical maximum amount of product (1.0 means a 100% yield; for example, 0.34 means a 34% yield). (1) The reactants are I[C:2]1[CH:7]=[CH:6][C:5]([NH:8][C:9](=[O:12])[O:10][CH3:11])=[CH:4][C:3]=1[N+:13]([O-:15])=[O:14].C([Sn](CCCC)(CCCC)[C:21]([O:23][CH2:24][CH3:25])=[CH2:22])CCC. The catalyst is C1(C)C=CC=CC=1.Cl[Pd](Cl)([P](C1C=CC=CC=1)(C1C=CC=CC=1)C1C=CC=CC=1)[P](C1C=CC=CC=1)(C1C=CC=CC=1)C1C=CC=CC=1. The product is [CH2:24]([O:23][C:21]([C:2]1[CH:7]=[CH:6][C:5]([NH:8][C:9](=[O:12])[O:10][CH3:11])=[CH:4][C:3]=1[N+:13]([O-:15])=[O:14])=[CH2:22])[CH3:25]. The yield is 0.724. (2) The yield is 0.220. The product is [OH:8][CH2:9][CH2:10][N:11]([CH2:12][C:13]1[NH:14][C:15](=[O:23])[C:16]2[CH2:22][O:21][CH2:20][CH2:19][C:17]=2[N:18]=1)[C:32](=[O:33])[CH2:31][CH2:30][C:24]1[CH:29]=[CH:28][CH:27]=[CH:26][CH:25]=1. The catalyst is ClCCl. The reactants are [Si]([O:8][CH2:9][CH2:10][NH:11][CH2:12][C:13]1[NH:14][C:15](=[O:23])[C:16]2[CH2:22][O:21][CH2:20][CH2:19][C:17]=2[N:18]=1)(C(C)(C)C)(C)C.[C:24]1([CH2:30][CH2:31][C:32](Cl)=[O:33])[CH:29]=[CH:28][CH:27]=[CH:26][CH:25]=1.C(N(CC)CC)C.CCCC[N+](CCCC)(CCCC)CCCC.[F-]. (3) The reactants are COC1C=CC(C[N:8]2[CH:17]=[C:16]3[C:10]([C:11](=[O:29])[CH2:12][CH2:13][C:14]4[S:20][C:19]([NH:21][C:22]5[N:27]=[C:26]([CH3:28])[CH:25]=[CH:24][N:23]=5)=[N:18][C:15]=43)=[N:9]2)=CC=1. The catalyst is C(O)(C(F)(F)F)=O. The product is [CH3:28][C:26]1[CH:25]=[CH:24][N:23]=[C:22]([NH:21][C:19]2[S:20][C:14]3[CH2:13][CH2:12][C:11](=[O:29])[C:10]4[NH:9][N:8]=[CH:17][C:16]=4[C:15]=3[N:18]=2)[N:27]=1. The yield is 0.630. (4) The reactants are [H-].[H-].[H-].[H-].[Li+].[Al+3].[CH:7]([N:20]1[CH2:23][CH:22]([N:24]2[CH2:29][CH2:28][N:27]([C:30]([O:32][C:33]([CH3:36])([CH3:35])[CH3:34])=[O:31])[CH2:26][CH:25]2[C:37](OC)=[O:38])[CH2:21]1)([C:14]1[CH:19]=[CH:18][CH:17]=[CH:16][CH:15]=1)[C:8]1[CH:13]=[CH:12][CH:11]=[CH:10][CH:9]=1.O.[OH-].[Na+]. The catalyst is C1COCC1. The product is [CH:7]([N:20]1[CH2:23][CH:22]([N:24]2[CH2:29][CH2:28][N:27]([C:30]([O:32][C:33]([CH3:34])([CH3:35])[CH3:36])=[O:31])[CH2:26][CH:25]2[CH2:37][OH:38])[CH2:21]1)([C:14]1[CH:15]=[CH:16][CH:17]=[CH:18][CH:19]=1)[C:8]1[CH:13]=[CH:12][CH:11]=[CH:10][CH:9]=1. The yield is 0.940. (5) The reactants are [O-:1][C:2]#[N:3].[K+].Cl.[CH3:6][O:7][C:8](=[O:21])[C:9]1[C:10](=[C:15]([CH2:19][NH2:20])[CH:16]=[CH:17][CH:18]=1)[C:11]([O:13][CH3:14])=[O:12]. The catalyst is O. The product is [CH3:6][O:7][C:8](=[O:21])[C:9]1[C:10](=[C:15]([CH2:19][NH:20][C:2]([NH2:3])=[O:1])[CH:16]=[CH:17][CH:18]=1)[C:11]([O:13][CH3:14])=[O:12]. The yield is 0.700.